From a dataset of Full USPTO retrosynthesis dataset with 1.9M reactions from patents (1976-2016). Predict the reactants needed to synthesize the given product. (1) Given the product [NH2:1][C:2]1[C:11]2[N:12]=[C:13]([CH2:38][CH2:39][O:40][CH3:41])[N:14]([CH2:15][CH2:16][N:17]([CH2:26][C:27]3[CH:28]=[C:29]([CH:35]=[CH:36][CH:37]=3)[O:30][CH2:31][C:32]([O:34][CH:42]([CH3:44])[CH3:43])=[O:33])[C:18](=[O:25])[CH2:19][N:20]([CH2:23][CH3:24])[CH2:21][CH3:22])[C:10]=2[C:9]2[CH:8]=[CH:7][CH:6]=[CH:5][C:4]=2[N:3]=1, predict the reactants needed to synthesize it. The reactants are: [NH2:1][C:2]1[C:11]2[N:12]=[C:13]([CH2:38][CH2:39][O:40][CH3:41])[N:14]([CH2:15][CH2:16][N:17]([CH2:26][C:27]3[CH:28]=[C:29]([CH:35]=[CH:36][CH:37]=3)[O:30][CH2:31][C:32]([OH:34])=[O:33])[C:18](=[O:25])[CH2:19][N:20]([CH2:23][CH3:24])[CH2:21][CH3:22])[C:10]=2[C:9]2[CH:8]=[CH:7][CH:6]=[CH:5][C:4]=2[N:3]=1.[CH:42](O)([CH3:44])[CH3:43]. (2) Given the product [CH3:14][C:13]1([CH3:15])[O:6][CH:5]2[C@@H:7]([CH2:9][OH:10])[O:8][CH:2]([OH:1])[C@H:3]2[O:4]1, predict the reactants needed to synthesize it. The reactants are: [O:1]=[CH:2][C@@H:3]([C@@H:5]([C@@H:7]([CH2:9][OH:10])[OH:8])[OH:6])[OH:4].CO[C:13](OC)([CH3:15])[CH3:14].C1(C)C=CC(S(O)(=O)=O)=CC=1. (3) Given the product [CH3:1][O:2][C:3]1[N:8]=[CH:7][C:6]([C@@H:9]([N:18]2[CH:22]=[CH:21][N:20]([CH2:23][CH2:24][CH2:25][C:26]3[CH:35]=[CH:34][C:33]4[CH2:32][CH2:31][CH2:30][NH:29][C:28]=4[N:27]=3)[C:19]2=[O:36])[CH2:10][C:11]([OH:13])=[O:12])=[CH:5][CH:4]=1, predict the reactants needed to synthesize it. The reactants are: [CH3:1][O:2][C:3]1[N:8]=[CH:7][C:6]([C@@H:9]([N:18]2[CH:22]=[CH:21][N:20]([CH2:23][CH2:24][CH2:25][C:26]3[CH:35]=[CH:34][C:33]4[CH2:32][CH2:31][CH2:30][NH:29][C:28]=4[N:27]=3)[C:19]2=[O:36])[CH2:10][C:11]([O:13]C(C)(C)C)=[O:12])=[CH:5][CH:4]=1. (4) The reactants are: [F:1][C:2]1[CH:29]=[CH:28][C:5]([CH2:6][NH:7][C:8]([C:10]2([CH2:23][CH2:24][CH2:25][CH2:26]Br)[C:22]3[CH:21]=[CH:20][CH:19]=[CH:18][C:17]=3[C:16]3[C:11]2=[CH:12][CH:13]=[CH:14][CH:15]=3)=[O:9])=[CH:4][CH:3]=1.[N:30]1([C:37]2[S:38][C:39]3[CH:45]=[CH:44][CH:43]=[CH:42][C:40]=3[N:41]=2)[CH2:36][CH2:35][CH2:34][NH:33][CH2:32][CH2:31]1. Given the product [F:1][C:2]1[CH:29]=[CH:28][C:5]([CH2:6][NH:7][C:8]([C:10]2([CH2:23][CH2:24][CH2:25][CH2:26][N:33]3[CH2:34][CH2:35][CH2:36][N:30]([C:37]4[S:38][C:39]5[CH:45]=[CH:44][CH:43]=[CH:42][C:40]=5[N:41]=4)[CH2:31][CH2:32]3)[C:22]3[CH:21]=[CH:20][CH:19]=[CH:18][C:17]=3[C:16]3[C:11]2=[CH:12][CH:13]=[CH:14][CH:15]=3)=[O:9])=[CH:4][CH:3]=1, predict the reactants needed to synthesize it. (5) The reactants are: [C:1]1([CH:7]([C:13]2[CH:18]=[CH:17][CH:16]=[CH:15][CH:14]=2)[C:8]([N:10]=[C:11]=[O:12])=[O:9])[CH:6]=[CH:5][CH:4]=[CH:3][CH:2]=1.[N:19]1[CH:24]=[CH:23][C:22]([CH2:25][CH2:26][CH2:27][OH:28])=[CH:21][CH:20]=1. Given the product [N:19]1[CH:24]=[CH:23][C:22]([CH2:25][CH2:26][CH2:27][O:28][C:11](=[O:12])[NH:10][C:8](=[O:9])[CH:7]([C:1]2[CH:6]=[CH:5][CH:4]=[CH:3][CH:2]=2)[C:13]2[CH:18]=[CH:17][CH:16]=[CH:15][CH:14]=2)=[CH:21][CH:20]=1, predict the reactants needed to synthesize it.